Predict the reactants needed to synthesize the given product. From a dataset of Full USPTO retrosynthesis dataset with 1.9M reactions from patents (1976-2016). (1) Given the product [C:1]([O:5][C:6]([N:8]1[CH2:14][CH2:13][CH2:12][N:11]([C:15]([C:17]2[CH:18]=[C:19]3[C:23](=[CH:24][CH:25]=2)[NH:22][C:21]([C:26]([N:37]2[CH2:38][CH2:39][N:34]([S:31]([CH3:30])(=[O:33])=[O:32])[CH2:35][CH2:36]2)=[O:28])=[CH:20]3)=[O:16])[CH2:10][CH2:9]1)=[O:7])([CH3:4])([CH3:2])[CH3:3], predict the reactants needed to synthesize it. The reactants are: [C:1]([O:5][C:6]([N:8]1[CH2:14][CH2:13][CH2:12][N:11]([C:15]([C:17]2[CH:18]=[C:19]3[C:23](=[CH:24][CH:25]=2)[NH:22][C:21]([C:26]([OH:28])=O)=[CH:20]3)=[O:16])[CH2:10][CH2:9]1)=[O:7])([CH3:4])([CH3:3])[CH3:2].Cl.[CH3:30][S:31]([N:34]1[CH2:39][CH2:38][NH:37][CH2:36][CH2:35]1)(=[O:33])=[O:32]. (2) The reactants are: Cl.[O:2]=[C:3]([C:9]1[S:10][CH:11]=[CH:12][CH:13]=1)[CH2:4][CH2:5][C:6]([OH:8])=O.[CH2:14]([C@H:21]1[CH2:25][NH:24][C@H:23]([C:26]([NH:28][C:29]2[CH:34]=[CH:33][C:32]([O:35][C:36]3[CH:41]=[CH:40][C:39]([F:42])=[CH:38][CH:37]=3)=[CH:31][CH:30]=2)=[O:27])[CH2:22]1)[C:15]1[CH:20]=[CH:19][CH:18]=[CH:17][CH:16]=1. Given the product [CH2:14]([C@H:21]1[CH2:25][N:24]([C:6](=[O:8])[CH2:5][CH2:4][C:3](=[O:2])[C:9]2[S:10][CH:11]=[CH:12][CH:13]=2)[C@H:23]([C:26]([NH:28][C:29]2[CH:34]=[CH:33][C:32]([O:35][C:36]3[CH:37]=[CH:38][C:39]([F:42])=[CH:40][CH:41]=3)=[CH:31][CH:30]=2)=[O:27])[CH2:22]1)[C:15]1[CH:16]=[CH:17][CH:18]=[CH:19][CH:20]=1, predict the reactants needed to synthesize it. (3) Given the product [Cl:1][C:2]1[CH:3]=[C:4]2[N:25]=[C:24]([O:26][C@H:27]3[C@H:31]4[O:32][CH2:33][C@@H:34]([OH:35])[C@H:30]4[O:29][CH2:28]3)[N:23]([CH2:36][O:37][CH2:38][CH2:39][Si:40]([CH3:43])([CH3:42])[CH3:41])[C:5]2=[N:6][C:7]=1[C:8]1[CH:9]=[CH:10][C:11]([C:45]2[CH:50]=[CH:49][CH:48]=[C:47]([S:51]([CH3:60])(=[N:53][C:54](=[O:59])[C:55]([F:58])([F:57])[F:56])=[O:52])[CH:46]=2)=[CH:12][CH:13]=1, predict the reactants needed to synthesize it. The reactants are: [Cl:1][C:2]1[CH:3]=[C:4]2[N:25]=[C:24]([O:26][C@H:27]3[C@H:31]4[O:32][CH2:33][C@@H:34]([OH:35])[C@H:30]4[O:29][CH2:28]3)[N:23]([CH2:36][O:37][CH2:38][CH2:39][Si:40]([CH3:43])([CH3:42])[CH3:41])[C:5]2=[N:6][C:7]=1[C:8]1[CH:13]=[CH:12][C:11](B2OC(C)(C)C(C)(C)O2)=[CH:10][CH:9]=1.Br[C:45]1[CH:50]=[CH:49][CH:48]=[C:47]([S:51]([CH3:60])(=[N:53][C:54](=[O:59])[C:55]([F:58])([F:57])[F:56])=[O:52])[CH:46]=1. (4) Given the product [OH:8][CH2:9][C@H:11]1[CH2:16][CH2:15][C@H:14]([CH2:17][OH:18])[CH2:13][CH2:12]1, predict the reactants needed to synthesize it. The reactants are: [H-].[Al+3].[Li+].[H-].[H-].[H-].C[O:8][C:9]([C@H:11]1[CH2:16][CH2:15][C@H:14]([C:17](OC)=[O:18])[CH2:13][CH2:12]1)=O. (5) Given the product [CH:1]1([CH2:4][C:5]([F:25])([F:24])[CH2:6][C@H:7]([NH:11][C@@H:12]([C:17]2[CH:22]=[CH:21][C:20]([F:23])=[CH:19][CH:18]=2)[C:13]([F:15])([F:14])[F:16])[C:8]([NH:49][C@@H:50]([CH2:59][CH3:60])[CH:51]([OH:58])[C:52]([NH:54][CH:55]2[CH2:56][CH2:57]2)=[O:53])=[O:10])[CH2:2][CH2:3]1, predict the reactants needed to synthesize it. The reactants are: [CH:1]1([CH2:4][C:5]([F:25])([F:24])[CH2:6][C@H:7]([NH:11][C@@H:12]([C:17]2[CH:22]=[CH:21][C:20]([F:23])=[CH:19][CH:18]=2)[C:13]([F:16])([F:15])[F:14])[C:8]([OH:10])=O)[CH2:3][CH2:2]1.C1C=CC2N(O)N=NC=2C=1.CCN=C=NCCCN(C)C.Cl.Cl.[NH2:49][C@@H:50]([CH2:59][CH3:60])[CH:51]([OH:58])[C:52]([NH:54][CH:55]1[CH2:57][CH2:56]1)=[O:53].CN1CCOCC1. (6) Given the product [CH2:1]([O:3][C:4]([CH:6]1[CH:11]([CH3:12])[CH2:10][CH2:9][N:8]([C:18]([O:17][C:13]([CH3:16])([CH3:15])[CH3:14])=[O:19])[CH2:7]1)=[O:5])[CH3:2], predict the reactants needed to synthesize it. The reactants are: [CH2:1]([O:3][C:4]([CH:6]1[CH:11]([CH3:12])[CH2:10][CH2:9][NH:8][CH2:7]1)=[O:5])[CH3:2].[C:13]([O:17][C:18](O[C:18]([O:17][C:13]([CH3:16])([CH3:15])[CH3:14])=[O:19])=[O:19])([CH3:16])([CH3:15])[CH3:14]. (7) Given the product [Cl:3][C:4]1[N:8]([CH2:9][CH:10]([OH:16])[CH2:11][C:12]([CH3:14])([CH3:15])[CH3:13])[C:7]2[CH:17]=[CH:18][CH:19]=[CH:20][C:6]=2[N:5]=1, predict the reactants needed to synthesize it. The reactants are: [BH4-].[Na+].[Cl:3][C:4]1[N:8]([CH2:9][C:10](=[O:16])[CH2:11][C:12]([CH3:15])([CH3:14])[CH3:13])[C:7]2[CH:17]=[CH:18][CH:19]=[CH:20][C:6]=2[N:5]=1.[Cl-].[NH4+]. (8) The reactants are: [C:1]([NH:7][N:8]([C:16]1[CH:21]=[C:20]([C:22]2[CH2:26][C:25]([C:31]3[CH:36]=[C:35]([Cl:37])[CH:34]=[C:33]([Cl:38])[CH:32]=3)([C:27]([F:30])([F:29])[F:28])[O:24][N:23]=2)[CH:19]=[CH:18][C:17]=1[Cl:39])C(OC(C)(C)C)=O)(=[O:6])[CH2:2][CH:3]([CH3:5])[CH3:4].FC(F)(F)C(O)=O. Given the product [Cl:39][C:17]1[CH:18]=[CH:19][C:20]([C:22]2[CH2:26][C:25]([C:31]3[CH:36]=[C:35]([Cl:37])[CH:34]=[C:33]([Cl:38])[CH:32]=3)([C:27]([F:30])([F:29])[F:28])[O:24][N:23]=2)=[CH:21][C:16]=1[NH:8][NH:7][C:1](=[O:6])[CH2:2][CH:3]([CH3:4])[CH3:5], predict the reactants needed to synthesize it.